This data is from Full USPTO retrosynthesis dataset with 1.9M reactions from patents (1976-2016). The task is: Predict the reactants needed to synthesize the given product. (1) Given the product [CH2:1]([O:8][C@@H:9]1[C@H:12]([CH2:13][F:14])[NH:11][C:10]1=[O:23])[C:2]1[CH:7]=[CH:6][CH:5]=[CH:4][CH:3]=1, predict the reactants needed to synthesize it. The reactants are: [CH2:1]([O:8][C@@H:9]1[C@H:12]([CH2:13][F:14])[N:11](C2C=CC(OC)=CC=2)[C:10]1=[O:23])[C:2]1[CH:7]=[CH:6][CH:5]=[CH:4][CH:3]=1.[N+]([O-])([O-])=O.[NH4+].[NH4+].[Ce+4].[N+]([O-])([O-])=O.[N+]([O-])([O-])=O.[N+]([O-])([O-])=O.[N+]([O-])([O-])=O.[N+]([O-])([O-])=O.C(OCC)(=O)C. (2) Given the product [C:6]([C@@H:5]1[O:23][C@@H:10]([CH2:11][OH:12])[CH2:9][CH2:8]1)#[CH:7], predict the reactants needed to synthesize it. The reactants are: C(O[C@H:5]([CH2:8][CH2:9][C@@H:10]([OH:23])[CH2:11][O:12]S(C1C=CC(C)=CC=1)(=O)=O)[C:6]#[CH:7])(=O)C.C([O-])([O-])=O.[K+].[K+].[NH4+].[Cl-].